From a dataset of Forward reaction prediction with 1.9M reactions from USPTO patents (1976-2016). Predict the product of the given reaction. (1) The product is: [CH3:36][NH:40][C:49]([C@@H:15]1[C@@H:14]([OH:19])[C@@H:13]([OH:27])[C@H:12]([N:6]2[CH:5]=[N:4][C:3]3[C:7]2=[N:8][C:9]([Cl:11])=[N:10][C:2]=3[NH2:1])[S:16]1)=[O:53]. Given the reactants [NH2:1][C:2]1[N:10]=[C:9]([Cl:11])[N:8]=[C:7]2[C:3]=1[N:4]=[CH:5][N:6]2[C@@H:12]1[S:16][C@H:15]([N-]C)[C@@H:14]([O:19][Si](C(C)(C)C)(C)C)[C@H:13]1[O:27][Si](C(C)(C)C)(C)C.[F-].[CH2:36]([N+:40]([CH2:49]CCC)(CCCC)CCCC)CCC.[O:53]1CCCC1, predict the reaction product. (2) Given the reactants [CH3:1][O:2][C:3]([C:5]1[C:6]2[N:14]([S:15]([C:18]3[CH:24]=[CH:23][C:21]([CH3:22])=[CH:20][CH:19]=3)(=[O:17])=[O:16])[CH:13]=[CH:12][C:7]=2[CH:8]=[N+:9]([O-])[CH:10]=1)=[O:4].P(Cl)(Cl)[Cl:26].C([O-])([O-])=O.[Na+].[Na+], predict the reaction product. The product is: [Cl:26][C:8]1[C:7]2[CH:12]=[CH:13][N:14]([S:15]([C:18]3[CH:24]=[CH:23][C:21]([CH3:22])=[CH:20][CH:19]=3)(=[O:17])=[O:16])[C:6]=2[C:5]([C:3]([O:2][CH3:1])=[O:4])=[CH:10][N:9]=1. (3) Given the reactants [CH3:1][O:2][C:3]1[CH:8]=[CH:7][C:6]([CH3:9])=[C:5]([CH3:10])[CH:4]=1.[Br-:11].[Br-].[Br-].C([N+](CCCC)(CCCC)CCCC)CCC.C([N+](CCCC)(CCCC)CCCC)CCC.C([N+](CCCC)(CCCC)CCCC)CCC, predict the reaction product. The product is: [Br:11][C:8]1[CH:7]=[C:6]([CH3:9])[C:5]([CH3:10])=[CH:4][C:3]=1[O:2][CH3:1]. (4) Given the reactants F[B-](F)(F)F.[F:6][S:7]([F:19])([F:18])([F:17])([F:16])[C:8]1[CH:13]=[CH:12][C:11]([N+:14]#[N:15])=[CH:10][CH:9]=1.[CH3:20][O:21][C:22]1[CH:27]=[CH:26][C:25]([O:28][CH3:29])=[CH:24][C:23]=1[O:30][CH3:31], predict the reaction product. The product is: [CH3:29][O:28][C:25]1[CH:24]=[C:23]([O:30][CH3:31])[C:22]([O:21][CH3:20])=[CH:27][C:26]=1/[N:15]=[N:14]/[C:11]1[CH:12]=[CH:13][C:8]([S:7]([F:16])([F:17])([F:18])([F:19])[F:6])=[CH:9][CH:10]=1. (5) Given the reactants CCN(C(C)C)C(C)C.[CH:10]1([C:16](Cl)=[O:17])[CH2:15][CH2:14][CH2:13][CH2:12][CH2:11]1.O1CCCCC1[N:25]1[CH:33]=[C:32]2[C:27]([CH:28]=[C:29]([C:35]3[CH:40]=[CH:39][C:38]([O:41]C4CCCCO4)=[CH:37][CH:36]=3)[CH:30]=[C:31]2[NH2:34])=[N:26]1.[OH-].[Na+], predict the reaction product. The product is: [OH:41][C:38]1[CH:37]=[CH:36][C:35]([C:29]2[CH:28]=[C:27]3[C:32]([CH:33]=[N:25][NH:26]3)=[C:31]([NH:34][C:16]([CH:10]3[CH2:15][CH2:14][CH2:13][CH2:12][CH2:11]3)=[O:17])[CH:30]=2)=[CH:40][CH:39]=1.